Dataset: Reaction yield outcomes from USPTO patents with 853,638 reactions. Task: Predict the reaction yield, written as a fraction of the theoretical maximum amount of product (1.0 means a 100% yield; for example, 0.34 means a 34% yield). The yield is 0.310. The catalyst is C(Cl)(Cl)Cl.CO. The reactants are [C:1]([C:5]1[N:10]=[C:9]([N:11]2[CH2:16][CH2:15][N:14]([CH2:17][CH2:18][CH2:19][CH2:20][NH2:21])[CH2:13][CH2:12]2)[CH:8]=[C:7]([C:22]([F:25])([F:24])[F:23])[N:6]=1)([CH3:4])([CH3:3])[CH3:2].C1N=CN([C:31](N2C=NC=C2)=[O:32])C=1.[N:38]1[CH:43]=[CH:42][C:41]([N:44]2[CH2:49][CH2:48][NH:47][CH2:46][CH2:45]2)=[CH:40][CH:39]=1. The product is [C:1]([C:5]1[N:10]=[C:9]([N:11]2[CH2:16][CH2:15][N:14]([CH2:17][CH2:18][CH2:19][CH2:20][NH:21][C:31]([N:47]3[CH2:46][CH2:45][N:44]([C:41]4[CH:42]=[CH:43][N:38]=[CH:39][CH:40]=4)[CH2:49][CH2:48]3)=[O:32])[CH2:13][CH2:12]2)[CH:8]=[C:7]([C:22]([F:24])([F:25])[F:23])[N:6]=1)([CH3:4])([CH3:2])[CH3:3].